The task is: Predict which catalyst facilitates the given reaction.. This data is from Catalyst prediction with 721,799 reactions and 888 catalyst types from USPTO. (1) The catalyst class is: 30. Product: [CH3:7][C:6]([C:8]1[CH:13]=[CH:12][CH:11]=[CH:10][CH:9]=1)([CH3:14])[CH2:5][C:19]([OH:21])=[O:20]. Reactant: [Mg].II.Cl[CH2:5][C:6]([CH3:14])([C:8]1[CH:13]=[CH:12][CH:11]=[CH:10][CH:9]=1)[CH3:7].BrCCBr.[C:19](=[O:21])=[O:20].Cl. (2) Product: [Cl:1][C:2]1[CH:7]=[C:6]([CH:5]=[CH:4][C:3]=1[O:11][C:12]1[CH:17]=[CH:16][CH:15]=[C:14]([O:18][CH2:19][C:20]([CH3:23])([CH3:22])[CH3:21])[CH:13]=1)[NH2:8]. The catalyst class is: 6. Reactant: [Cl:1][C:2]1[CH:7]=[C:6]([N+:8]([O-])=O)[CH:5]=[CH:4][C:3]=1[O:11][C:12]1[CH:17]=[CH:16][CH:15]=[C:14]([O:18][CH2:19][C:20]([CH3:23])([CH3:22])[CH3:21])[CH:13]=1.C(O)C.[Cl-].[Ca+2].[Cl-]. (3) Reactant: [CH3:1][N:2]([CH3:6])[CH2:3][CH2:4][NH2:5].[N+:7]([C:10]1[CH:11]=[C:12]([CH:16]=[CH:17][CH:18]=1)[C:13](Cl)=[O:14])([O-:9])=[O:8]. Product: [CH3:1][N:2]([CH3:6])[CH2:3][CH2:4][NH:5][C:13](=[O:14])[C:12]1[CH:16]=[CH:17][CH:18]=[C:10]([N+:7]([O-:9])=[O:8])[CH:11]=1. The catalyst class is: 1. (4) Reactant: [CH2:1]1[CH:9]2[CH:4]([CH2:5][NH:6][CH2:7][CH2:8]2)[CH2:3][O:2]1.Br[CH2:11][CH2:12][CH2:13][Cl:14].C([O-])([O-])=O.[K+].[K+]. Product: [Cl:14][CH2:13][CH2:12][CH2:11][N:6]1[CH2:7][CH2:8][CH:9]2[CH2:1][O:2][CH2:3][CH:4]2[CH2:5]1. The catalyst class is: 21. (5) Reactant: [CH3:1][N:2]1[CH2:15][CH2:14][C:5]2[NH:6][C:7]3[CH:8]=[CH:9][C:10]([CH3:13])=[CH:11][C:12]=3[C:4]=2[CH2:3]1.Br[C:17]1[CH:18]=[CH:19][C:20]([CH3:23])=[N:21][CH:22]=1.[O-]P([O-])([O-])=O.[K+].[K+].[K+].N1CCC[C@H]1C(O)=O. Product: [CH3:1][N:2]1[CH2:15][CH2:14][C:5]2[N:6]([C:17]3[CH:22]=[N:21][C:20]([CH3:23])=[CH:19][CH:18]=3)[C:7]3[CH:8]=[CH:9][C:10]([CH3:13])=[CH:11][C:12]=3[C:4]=2[CH2:3]1. The catalyst class is: 580. (6) Reactant: C([O:3][C:4](=O)[CH2:5][N:6]1[CH2:15][CH2:14][C:13]2[C:8](=[CH:9][CH:10]=[CH:11][CH:12]=2)[CH2:7]1)C.[NH2:17][NH2:18]. Product: [CH2:7]1[C:8]2[C:13](=[CH:12][CH:11]=[CH:10][CH:9]=2)[CH2:14][CH2:15][N:6]1[CH2:5][C:4]([NH:17][NH2:18])=[O:3]. The catalyst class is: 8. (7) Reactant: [Br:1][C:2]1[CH:3]=[CH:4][C:5]([C:8](=[O:10])[CH3:9])=[N:6][CH:7]=1.[BrH:11].O.BrBr. Product: [Br:11][CH2:9][C:8]([C:5]1[CH:4]=[CH:3][C:2]([Br:1])=[CH:7][N:6]=1)=[O:10]. The catalyst class is: 15.